Dataset: Catalyst prediction with 721,799 reactions and 888 catalyst types from USPTO. Task: Predict which catalyst facilitates the given reaction. Reactant: [CH3:1][O:2][C:3](=[O:20])[C@@H:4]1[CH2:8][C:7](=[CH2:9])[CH2:6][N:5]1C(OCC1C=CC=CC=1)=O.[H][H]. Product: [CH3:1][O:2][C:3](=[O:20])[C@@H:4]1[CH2:8][CH:7]([CH3:9])[CH2:6][NH:5]1. The catalyst class is: 19.